Dataset: Forward reaction prediction with 1.9M reactions from USPTO patents (1976-2016). Task: Predict the product of the given reaction. The product is: [CH3:26][C:25]1[CH:24]=[CH:23][S:22][C:21]=1[C:19]([C:2]1[CH:3]=[CH:4][C:5]([CH2:12][CH2:13][CH3:14])=[CH:6][CH:7]=1)=[O:20]. Given the reactants Br[C:2]1[CH:7]=[CH:6][C:5](OCC)=[CH:4][CH:3]=1.[Li][CH2:12][CH2:13][CH2:14]C.CON(C)[C:19]([C:21]1[S:22][CH:23]=[CH:24][C:25]=1[CH3:26])=[O:20].Cl, predict the reaction product.